Dataset: Forward reaction prediction with 1.9M reactions from USPTO patents (1976-2016). Task: Predict the product of the given reaction. (1) The product is: [OH:24][C@H:21]1[CH2:22][CH2:23][C@H:18]([NH:17][C:14]2[CH:15]=[CH:16][C:11]3[N:12]([C:8]([C:6]4[CH:5]=[CH:4][N:3]=[C:2]([C:26]#[N:27])[CH:7]=4)=[CH:9][N:10]=3)[N:13]=2)[CH2:19][CH2:20]1. Given the reactants Cl[C:2]1[CH:7]=[C:6]([C:8]2[N:12]3[N:13]=[C:14]([NH:17][C@H:18]4[CH2:23][CH2:22][C@H:21]([OH:24])[CH2:20][CH2:19]4)[CH:15]=[CH:16][C:11]3=[N:10][CH:9]=2)[CH:5]=[CH:4][N:3]=1.O.[CH3:26][N:27](C)C=O, predict the reaction product. (2) Given the reactants [Cl:1][C:2]1[N:7]=[C:6]([NH2:8])[CH:5]=[CH:4][N:3]=1.[H-].[Na+].[CH3:11][N:12]([CH3:16])[C:13](Cl)=[O:14], predict the reaction product. The product is: [Cl:1][C:2]1[N:7]=[C:6]([NH:8][C:13](=[O:14])[N:12]([CH3:16])[CH3:11])[CH:5]=[CH:4][N:3]=1.